This data is from Forward reaction prediction with 1.9M reactions from USPTO patents (1976-2016). The task is: Predict the product of the given reaction. (1) Given the reactants [CH:1]12[N:8]([C:9]3[C:10]4[C:32]([C:33]5[CH:38]=[CH:37][CH:36]=[CH:35][CH:34]=5)=[CH:31][S:30][C:11]=4[N:12]=[C:13]([O:15][CH:16]4[CH2:21][CH:20]5[CH2:22][CH:17]4[CH2:18][N:19]5C(OC(C)(C)C)=O)[N:14]=3)[CH:5]([CH2:6][CH2:7]1)[CH2:4][O:3][CH2:2]2, predict the reaction product. The product is: [CH:20]12[CH2:22][CH:17]([CH:16]([O:15][C:13]3[N:14]=[C:9]([N:8]4[CH:1]5[CH2:7][CH2:6][CH:5]4[CH2:4][O:3][CH2:2]5)[C:10]4[C:32]([C:33]5[CH:34]=[CH:35][CH:36]=[CH:37][CH:38]=5)=[CH:31][S:30][C:11]=4[N:12]=3)[CH2:21]1)[CH2:18][NH:19]2. (2) Given the reactants [H-].[Na+].[CH:3]1[CH:8]=[CH:7][C:6]([C:9]([C:14]2[CH:19]=[CH:18][CH:17]=[CH:16][CH:15]=2)=[N:10][CH2:11][C:12]#[N:13])=[CH:5][CH:4]=1.[H][H].Cl[CH2:23][C:24]1[CH:29]=[CH:28][N:27]=[CH:26][CH:25]=1.[Cl-].[NH4+], predict the reaction product. The product is: [C:9](=[N:10][CH:11]([CH2:23][C:24]1[CH:29]=[CH:28][N:27]=[CH:26][CH:25]=1)[C:12]#[N:13])([C:6]1[CH:5]=[CH:4][CH:3]=[CH:8][CH:7]=1)[C:14]1[CH:19]=[CH:18][CH:17]=[CH:16][CH:15]=1.